This data is from Full USPTO retrosynthesis dataset with 1.9M reactions from patents (1976-2016). The task is: Predict the reactants needed to synthesize the given product. (1) Given the product [CH3:27][C:6]1[CH:7]=[C:8]([C:12]2[O:13][C:14](=[O:26])[C:15]3[C:20]([CH:21]=2)=[CH:19][C:18]([O:22][CH3:23])=[CH:17][C:16]=3[O:24][CH3:25])[CH:9]=[C:10]([CH3:11])[C:5]=1[O:4][CH2:3][CH2:2][N:28]1[CH2:33][CH2:32][O:31][CH2:30][CH2:29]1, predict the reactants needed to synthesize it. The reactants are: Cl[CH2:2][CH2:3][O:4][C:5]1[C:10]([CH3:11])=[CH:9][C:8]([C:12]2[O:13][C:14](=[O:26])[C:15]3[C:20]([CH:21]=2)=[CH:19][C:18]([O:22][CH3:23])=[CH:17][C:16]=3[O:24][CH3:25])=[CH:7][C:6]=1[CH3:27].[NH:28]1[CH2:33][CH2:32][O:31][CH2:30][CH2:29]1.CCN(CC)CC.O. (2) Given the product [C:11]([CH:10]=[C:20]1[CH2:23][N:22]([C:24]([O:26][C:27]([CH3:30])([CH3:29])[CH3:28])=[O:25])[CH2:21]1)#[N:12], predict the reactants needed to synthesize it. The reactants are: P(O[CH2:10][C:11]#[N:12])(OCC)(OCC)=O.CC(C)([O-])C.[K+].O=[C:20]1[CH2:23][N:22]([C:24]([O:26][C:27]([CH3:30])([CH3:29])[CH3:28])=[O:25])[CH2:21]1.